This data is from HIV replication inhibition screening data with 41,000+ compounds from the AIDS Antiviral Screen. The task is: Binary Classification. Given a drug SMILES string, predict its activity (active/inactive) in a high-throughput screening assay against a specified biological target. (1) The drug is O=C1CSCN1N1CSCC1=O. The result is 0 (inactive). (2) The molecule is O=c1c2cccnc2[nH]c2ccc3cn[nH]c3c12. The result is 0 (inactive). (3) The drug is O=c1ssc(Cl)c1-c1ccccc1. The result is 0 (inactive). (4) The drug is O=[N+]([O-])c1cccnc1NCC1(CO)CC(Cc2ccccc2)C1. The result is 0 (inactive).